This data is from Full USPTO retrosynthesis dataset with 1.9M reactions from patents (1976-2016). The task is: Predict the reactants needed to synthesize the given product. (1) Given the product [CH3:1][C:2]1[N:3]=[C:4]([NH2:17])[S:5][C:6]=1[C:7]1[CH:12]=[CH:11][N:10]=[C:9]([C:13]2([CH3:16])[CH2:15][CH2:14]2)[CH:8]=1, predict the reactants needed to synthesize it. The reactants are: [CH3:1][C:2]1[N:3]=[C:4]([NH:17]C(=O)C)[S:5][C:6]=1[C:7]1[CH:12]=[CH:11][N:10]=[C:9]([C:13]2([CH3:16])[CH2:15][CH2:14]2)[CH:8]=1.Cl. (2) Given the product [F:1][C:2]([F:11])([F:12])[C:3]1[CH:8]=[CH:7][C:6]2[NH:9][C:13](=[O:14])[NH:10][C:5]=2[CH:4]=1, predict the reactants needed to synthesize it. The reactants are: [F:1][C:2]([F:12])([F:11])[C:3]1[CH:8]=[CH:7][C:6]([NH2:9])=[C:5]([NH2:10])[CH:4]=1.[C:13](N1C=CN=C1)(N1C=CN=C1)=[O:14]. (3) The reactants are: [CH:1]1([N:6]2[CH2:12][C:11]([F:14])([F:13])[C:10](=[O:15])[NH:9][C:8]3[CH:16]=[N:17][C:18]([NH:20][C:21]4[CH:29]=[CH:28][C:24]([C:25]([OH:27])=O)=[CH:23][C:22]=4[O:30][CH3:31])=[N:19][C:7]2=3)[CH2:5][CH2:4][CH2:3][CH2:2]1.F[P-](F)(F)(F)(F)F.[CH3:39][N:40](C(N(C)C)=[N+]1C2C(=NC=CC=2)[N+]([O-])=N1)C.C(N(C(C)C)CC)(C)C.CN. Given the product [CH:1]1([N:6]2[CH2:12][C:11]([F:13])([F:14])[C:10](=[O:15])[NH:9][C:8]3[CH:16]=[N:17][C:18]([NH:20][C:21]4[CH:29]=[CH:28][C:24]([C:25]([NH:40][CH3:39])=[O:27])=[CH:23][C:22]=4[O:30][CH3:31])=[N:19][C:7]2=3)[CH2:2][CH2:3][CH2:4][CH2:5]1, predict the reactants needed to synthesize it.